Predict which catalyst facilitates the given reaction. From a dataset of Catalyst prediction with 721,799 reactions and 888 catalyst types from USPTO. (1) Product: [CH3:14][C:11]1[CH:12]=[CH:13][C:8]([NH:7][C:5](=[O:6])[C@@H:4]([O:3][C:21]2[C:22]3[CH:29]=[N:28][N:27]([C:30]4[CH:35]=[CH:34][N:33]=[CH:32][C:31]=4[CH3:36])[C:23]=3[N:24]=[CH:25][N:26]=2)[CH2:15][O:16][CH:17]([CH3:19])[CH3:18])=[N:9][CH:10]=1. The catalyst class is: 1. Reactant: [H-].[Na+].[OH:3][C@@H:4]([CH2:15][O:16][CH:17]([CH3:19])[CH3:18])[C:5]([NH:7][C:8]1[CH:13]=[CH:12][C:11]([CH3:14])=[CH:10][N:9]=1)=[O:6].Cl[C:21]1[N:26]=[CH:25][N:24]=[C:23]2[N:27]([C:30]3[CH:35]=[CH:34][N:33]=[CH:32][C:31]=3[CH3:36])[N:28]=[CH:29][C:22]=12.C(O)(=O)CC(CC(O)=O)(C(O)=O)O. (2) Reactant: C1(P(C2C=CC=CC=2)C2C=CC=CC=2)C=CC=CC=1.CCOC(/N=N/C(OCC)=O)=O.C1(C)C=CC=CC=1.[CH2:39]([O:41][C:42](=[O:56])[CH2:43][CH2:44][C:45]([C:47]1[CH:52]=[C:51]([F:53])[C:50]([OH:54])=[C:49]([F:55])[CH:48]=1)=[O:46])[CH3:40].[C:57]([O:61][C:62]([N:64]1[CH2:69][CH2:68][CH:67](O)[CH2:66][CH2:65]1)=[O:63])([CH3:60])([CH3:59])[CH3:58]. Product: [C:57]([O:61][C:62]([N:64]1[CH2:69][CH2:68][CH:67]([O:54][C:50]2[C:51]([F:53])=[CH:52][C:47]([C:45](=[O:46])[CH2:44][CH2:43][C:42]([O:41][CH2:39][CH3:40])=[O:56])=[CH:48][C:49]=2[F:55])[CH2:66][CH2:65]1)=[O:63])([CH3:60])([CH3:58])[CH3:59]. The catalyst class is: 1. (3) Reactant: C(O[C:6](=[O:18])[CH2:7][C:8]([CH2:12][O:13]C(C)(C)C)([OH:11])[CH2:9][F:10])(C)(C)C. Product: [F:10][CH2:9][C:8]1([OH:11])[CH2:12][O:13][C:6](=[O:18])[CH2:7]1. The catalyst class is: 55.